This data is from Reaction yield outcomes from USPTO patents with 853,638 reactions. The task is: Predict the reaction yield, written as a fraction of the theoretical maximum amount of product (1.0 means a 100% yield; for example, 0.34 means a 34% yield). (1) The reactants are [Cl:1][C:2]1[CH:3]=[C:4]([C:7]2[CH:12]=[CH:11][CH:10]=[C:9]([CH3:13])[N:8]=2)[S:5][CH:6]=1.[Br:14]Br. The catalyst is C(Cl)Cl. The product is [Br:14][C:6]1[S:5][C:4]([C:7]2[CH:12]=[CH:11][CH:10]=[C:9]([CH3:13])[N:8]=2)=[CH:3][C:2]=1[Cl:1]. The yield is 0.950. (2) The reactants are [Cl:1][C:2]1[S:6][C:5]([S:7]([N:10]([CH2:19][C:20]2[CH:29]=[CH:28][C:23]([C:24]([O:26][CH3:27])=[O:25])=[CH:22][CH:21]=2)[CH:11]2[CH2:16][O:15]C(C)(C)[O:13][CH2:12]2)(=[O:9])=[O:8])=[CH:4][CH:3]=1.CO.O.C1(C)C=CC(S(O)(=O)=O)=CC=1.C([O-])([O-])=O.[Na+].[Na+]. The catalyst is C1COCC1. The product is [Cl:1][C:2]1[S:6][C:5]([S:7]([N:10]([CH2:19][C:20]2[CH:21]=[CH:22][C:23]([C:24]([O:26][CH3:27])=[O:25])=[CH:28][CH:29]=2)[CH:11]([CH2:12][OH:13])[CH2:16][OH:15])(=[O:9])=[O:8])=[CH:4][CH:3]=1. The yield is 0.772. (3) The reactants are [N:1]1([C:7](Cl)=[O:8])[CH2:6][CH2:5][O:4][CH2:3][CH2:2]1.[NH:10]1[CH2:15][CH2:14][CH:13]([C:16]2[CH:21]=[CH:20][C:19]([O:22][CH2:23][CH2:24][CH2:25][N:26]3[CH2:31][CH2:30][CH2:29][CH2:28][CH2:27]3)=[CH:18][CH:17]=2)[CH2:12][CH2:11]1.CCN(CC1C=CC=CC=1)CC.C=CC1C=CC=CC=1.C=CC1C=CC(C=C)=CC=1. The catalyst is C(Cl)Cl. The product is [N:26]1([CH2:25][CH2:24][CH2:23][O:22][C:19]2[CH:18]=[CH:17][C:16]([CH:13]3[CH2:14][CH2:15][N:10]([C:7]([N:1]4[CH2:6][CH2:5][O:4][CH2:3][CH2:2]4)=[O:8])[CH2:11][CH2:12]3)=[CH:21][CH:20]=2)[CH2:31][CH2:30][CH2:29][CH2:28][CH2:27]1. The yield is 0.620. (4) The reactants are [CH:1]1[C:13]2[CH:12]([CH2:14][O:15][C:16]([NH:18][C@@H:19]([CH2:23][C:24]3[C:29]([CH3:30])=[CH:28][C:27]([OH:31])=[CH:26][C:25]=3[CH3:32])[C:20](O)=[O:21])=[O:17])[C:11]3[C:6](=[CH:7][CH:8]=[CH:9][CH:10]=3)[C:5]=2[CH:4]=[CH:3][CH:2]=1.[CH2:33]([O:35][CH:36]([O:51][CH2:52][CH3:53])[C@@H:37]([NH:39][CH2:40][C:41]1[CH:42]=[CH:43][CH:44]=[C:45]2[C:50]=1[N:49]=[CH:48][CH:47]=[CH:46]2)[CH3:38])[CH3:34].[Cl-].COC1N=C(OC)N=C([N+]2(C)CCOCC2)N=1. The catalyst is ClCCl.C(OCC)(=O)C. The product is [CH2:33]([O:35][CH:36]([O:51][CH2:52][CH3:53])[C@@H:37]([N:39]([CH2:40][C:41]1[CH:42]=[CH:43][CH:44]=[C:45]2[C:50]=1[N:49]=[CH:48][CH:47]=[CH:46]2)[C:20](=[O:21])[C@@H:19]([NH:18][C:16](=[O:17])[O:15][CH2:14][CH:12]1[C:13]2[CH:1]=[CH:2][CH:3]=[CH:4][C:5]=2[C:6]2[C:11]1=[CH:10][CH:9]=[CH:8][CH:7]=2)[CH2:23][C:24]1[C:29]([CH3:30])=[CH:28][C:27]([OH:31])=[CH:26][C:25]=1[CH3:32])[CH3:38])[CH3:34]. The yield is 0.550. (5) The reactants are Cl[C:2]1[S:3][C:4]2[CH:10]=[CH:9][CH:8]=[C:7]([CH3:11])[C:5]=2[N:6]=1.[Br:12][C:13]1[CH:19]=[CH:18][C:16]([NH2:17])=[C:15]([F:20])[CH:14]=1.Cl. The catalyst is CCCCO. The product is [Br:12][C:13]1[CH:19]=[CH:18][C:16]([NH:17][C:2]2[S:3][C:4]3[CH:10]=[CH:9][CH:8]=[C:7]([CH3:11])[C:5]=3[N:6]=2)=[C:15]([F:20])[CH:14]=1. The yield is 0.890.